This data is from Forward reaction prediction with 1.9M reactions from USPTO patents (1976-2016). The task is: Predict the product of the given reaction. (1) The product is: [ClH:17].[ClH:17].[N:1]1[CH:6]=[CH:5][CH:4]=[CH:3][C:2]=1[C:7]1[CH:8]=[N:9][C:10]([C:13]([OH:15])=[O:14])=[CH:11][CH:12]=1. Given the reactants [N:1]1[CH:6]=[CH:5][CH:4]=[CH:3][C:2]=1[C:7]1[CH:8]=[N:9][C:10]([C:13]([O:15]C)=[O:14])=[CH:11][CH:12]=1.[ClH:17], predict the reaction product. (2) Given the reactants CO[C:3]([C:5]1[C:14]([OH:15])=[C:13]2[C:8]([CH:9]=[CH:10][CH:11]=[N:12]2)=[CH:7][N:6]=1)=[O:4].[F:16][C:17]1[CH:24]=[CH:23][C:20]([CH2:21][NH2:22])=[CH:19][CH:18]=1.CC(O)=O.O, predict the reaction product. The product is: [F:16][C:17]1[CH:24]=[CH:23][C:20]([CH2:21][NH:22][C:3]([C:5]2[C:14]([OH:15])=[C:13]3[C:8]([CH:9]=[CH:10][CH:11]=[N:12]3)=[CH:7][N:6]=2)=[O:4])=[CH:19][CH:18]=1. (3) The product is: [C:1]([O:5][C:6]([N:8]1[CH2:13][CH2:12][CH2:11][CH2:10][C@@H:9]1[CH2:14][OH:15])=[O:7])([CH3:4])([CH3:3])[CH3:2]. Given the reactants [C:1]([O:5][C:6]([N:8]1[CH2:13][CH2:12][CH2:11][CH2:10][C@@H:9]1[C:14](O)=[O:15])=[O:7])([CH3:4])([CH3:3])[CH3:2].S(C)C, predict the reaction product. (4) Given the reactants [C:1]([O:5][C:6]([N:8]1[CH2:12][CH:11]=[C:10]([C:13]2[CH:14]=[N:15][C:16]([NH2:19])=[CH:17][CH:18]=2)[CH2:9]1)=[O:7])([CH3:4])([CH3:3])[CH3:2], predict the reaction product. The product is: [NH2:19][C:16]1[N:15]=[CH:14][C:13]([CH:10]2[CH2:11][CH2:12][N:8]([C:6]([O:5][C:1]([CH3:4])([CH3:3])[CH3:2])=[O:7])[CH2:9]2)=[CH:18][CH:17]=1. (5) Given the reactants [N+:1]([C:4]1[CH:9]=[CH:8][C:7]([NH:10][C:11]2[S:12][CH:13]=[CH:14][N:15]=2)=[CH:6][CH:5]=1)([O-])=O, predict the reaction product. The product is: [S:12]1[CH:13]=[CH:14][N:15]=[C:11]1[NH:10][C:7]1[CH:6]=[CH:5][C:4]([NH2:1])=[CH:9][CH:8]=1.